From a dataset of Reaction yield outcomes from USPTO patents with 853,638 reactions. Predict the reaction yield, written as a fraction of the theoretical maximum amount of product (1.0 means a 100% yield; for example, 0.34 means a 34% yield). The reactants are Br[C:2]1[CH:23]=[CH:22][C:5]([C:6]([NH:8][S:9]([C:12]2[CH:17]=[CH:16][CH:15]=[CH:14][C:13]=2[S:18](=[O:21])(=[O:20])[NH2:19])(=[O:11])=[O:10])=[O:7])=[CH:4][C:3]=1[O:24][CH2:25][C:26]([F:29])([F:28])[F:27].[CH3:30][CH:31]([CH3:34])[C:32]#[CH:33]. No catalyst specified. The product is [CH3:30][CH:31]([CH3:34])[C:32]#[C:33][C:2]1[CH:23]=[CH:22][C:5]([C:6]([NH:8][S:9]([C:12]2[CH:17]=[CH:16][CH:15]=[CH:14][C:13]=2[S:18](=[O:21])(=[O:20])[NH2:19])(=[O:11])=[O:10])=[O:7])=[CH:4][C:3]=1[O:24][CH2:25][C:26]([F:29])([F:28])[F:27]. The yield is 0.370.